This data is from Forward reaction prediction with 1.9M reactions from USPTO patents (1976-2016). The task is: Predict the product of the given reaction. Given the reactants [OH:1][C:2]1[CH:7]=[CH:6][C:5]([NH:8][C:9](=[O:15])[CH2:10][C:11]([CH3:14])([CH3:13])[CH3:12])=[CH:4][CH:3]=1.[I-].C[N+]1C=CN([C:23](=[O:32])[N:24]([CH3:31])[C:25]2[CH:30]=[CH:29][CH:28]=[CH:27][CH:26]=2)C=1, predict the reaction product. The product is: [CH3:13][C:11]([CH3:12])([CH3:14])[CH2:10][C:9]([NH:8][C:5]1[CH:4]=[CH:3][C:2]([O:1][C:23](=[O:32])[N:24]([CH3:31])[C:25]2[CH:30]=[CH:29][CH:28]=[CH:27][CH:26]=2)=[CH:7][CH:6]=1)=[O:15].